From a dataset of Catalyst prediction with 721,799 reactions and 888 catalyst types from USPTO. Predict which catalyst facilitates the given reaction. (1) Reactant: [Br:1][C:2]1[C:6]2[CH2:7][N:8]([C:11](OC(C)(C)C)=[O:12])[CH2:9][CH2:10][C:5]=2[N:4]([CH:18]2[CH2:23][CH2:22][O:21][CH2:20][CH2:19]2)[N:3]=1.F[C:25](F)(F)C(O)=O.C(N(CC)CC)C.C(OC(=O)C)(=O)C. Product: [Br:1][C:2]1[C:6]2[CH2:7][N:8]([C:11](=[O:12])[CH3:25])[CH2:9][CH2:10][C:5]=2[N:4]([CH:18]2[CH2:23][CH2:22][O:21][CH2:20][CH2:19]2)[N:3]=1. The catalyst class is: 2. (2) Reactant: [CH2:1]1[C@H:6]2[CH2:7][C:8](=[O:10])[CH2:9][C@H:5]2[CH2:4][C:3](=[O:11])[NH:2]1.[CH:12](O)([OH:14])[CH3:13].C(=O)(O)[O-].[Na+]. Product: [CH2:1]1[C@H:6]2[CH2:7][C:8]3([O:14][CH2:12][CH2:13][O:10]3)[CH2:9][C@H:5]2[CH2:4][C:3](=[O:11])[NH:2]1. The catalyst class is: 626. (3) Reactant: [C:1]([NH:4][CH:5]1[CH2:14][CH2:13][C:12]2[C:7](=[C:8]([NH2:17])[CH:9]=[C:10]([F:16])[C:11]=2[CH3:15])[C:6]1=O)(=[O:3])[CH3:2].[CH2:19]([C@:21]1([OH:37])[C:33]2[CH:32]=[C:31]3[N:27]([CH2:28][CH2:29][C:30]3=O)[C:26](=[O:35])[C:25]=2[CH2:24][O:23][C:22]1=[O:36])[CH3:20].C1(C)C=CC(S([O-])(=O)=O)=CC=1.[NH+]1C=CC=CC=1. Product: [C:1]([NH:4][CH:5]1[C:6]2=[C:29]3[CH2:28][N:27]4[C:31](=[CH:32][C:33]5[C@:21]([CH2:19][CH3:20])([OH:37])[C:22](=[O:36])[O:23][CH2:24][C:25]=5[C:26]4=[O:35])[C:30]3=[N:17][C:8]3[CH:9]=[C:10]([F:16])[C:11]([CH3:15])=[C:12]([C:7]=32)[CH2:13][CH2:14]1)(=[O:3])[CH3:2]. The catalyst class is: 11.